Dataset: Full USPTO retrosynthesis dataset with 1.9M reactions from patents (1976-2016). Task: Predict the reactants needed to synthesize the given product. (1) Given the product [CH:1]1([CH2:6][C@H:7]([CH2:26][C:27]([NH:28][OH:29])=[O:37])[C:8]([N:10]2[C@H:14]([C:15]([NH:17][C:18]3[CH:23]=[CH:22][C:21]([F:24])=[CH:20][N+:19]=3[O-:25])=[O:16])[CH2:13][CH:12]=[N:11]2)=[O:9])[CH2:2][CH2:3][CH2:4][CH2:5]1, predict the reactants needed to synthesize it. The reactants are: [CH:1]1([CH2:6][C@H:7]([CH2:26][C:27](=[O:37])[NH:28][O:29]CC2C=CC=CC=2)[C:8]([N:10]2[C@H:14]([C:15]([NH:17][C:18]3[CH:23]=[CH:22][C:21]([F:24])=[CH:20][N+:19]=3[O-:25])=[O:16])[CH2:13][CH:12]=[N:11]2)=[O:9])[CH2:5][CH2:4][CH2:3][CH2:2]1. (2) Given the product [CH2:9]([N:16]1[CH2:22][CH2:21][CH2:20][O:19][CH:18]([CH2:29][C:28]2[CH:31]=[CH:32][C:25]([F:24])=[CH:26][CH:27]=2)[C:17]1=[O:23])[C:10]1[CH:11]=[CH:12][CH:13]=[CH:14][CH:15]=1, predict the reactants needed to synthesize it. The reactants are: [Li+].CC([N-]C(C)C)C.[CH2:9]([N:16]1[CH2:22][CH2:21][CH2:20][O:19][CH2:18][C:17]1=[O:23])[C:10]1[CH:15]=[CH:14][CH:13]=[CH:12][CH:11]=1.[F:24][C:25]1[CH:32]=[CH:31][C:28]([CH2:29]Br)=[CH:27][CH:26]=1. (3) Given the product [CH3:1][O:5][C:6]([CH2:7][C@:8]1([CH2:15][C:22]([OH:24])=[O:23])[CH2:12][CH2:11][C@@H:10]([CH3:13])[CH2:9]1)=[O:19], predict the reactants needed to synthesize it. The reactants are: [C:1]([O:5][C:6](=[O:19])[CH2:7][C@@:8]1([C:15](OC)=O)[CH2:12][CH2:11][C@@H:10]([CH3:13])[CH:9]1C)(C)(C)C.FC(F)(F)[C:22]([OH:24])=[O:23].C(=O)([O-])[O-].[Na+].[Na+]. (4) Given the product [Cl:1][C:2]1[CH:3]=[C:4]2[C:12](=[C:13]([NH:15][C:16]([CH:18]3[CH2:19][O:20][C:21]([CH3:28])([CH3:29])[CH2:22][N:23]3[CH2:24][C:25]([N:34]3[CH2:35][CH2:36][CH:37]([OH:39])[CH2:32][CH2:33]3)=[O:26])=[O:17])[CH:14]=1)[NH:11][C:10]1[CH:9]=[N:8][CH:7]=[CH:6][C:5]2=1, predict the reactants needed to synthesize it. The reactants are: [Cl:1][C:2]1[CH:3]=[C:4]2[C:12](=[C:13]([NH:15][C:16]([CH:18]3[N:23]([CH2:24][C:25](O)=[O:26])[CH2:22][C:21]([CH3:29])([CH3:28])[O:20][CH2:19]3)=[O:17])[CH:14]=1)[NH:11][C:10]1[CH:9]=[N:8][CH:7]=[CH:6][C:5]2=1.ON1[CH2:36][CH2:35][NH:34][CH2:33][CH2:32]1.[C:37]([O-])(=[O:39])C.[NH4+]. (5) Given the product [Cl:1][C:2]1[CH:3]=[CH:4][C:5]([O:25][CH:26]([F:28])[F:27])=[C:6]([C:8]2[C:12]([NH:13][C:14]([C:16]3[CH:17]=[N:18][N:19]4[CH:24]=[CH:23][CH:22]=[N:21][C:20]=34)=[O:15])=[CH:11][N:10]([CH2:36][CH:37]3[CH2:39][O:38]3)[N:9]=2)[CH:7]=1, predict the reactants needed to synthesize it. The reactants are: [Cl:1][C:2]1[CH:3]=[CH:4][C:5]([O:25][CH:26]([F:28])[F:27])=[C:6]([C:8]2[C:12]([NH:13][C:14]([C:16]3[CH:17]=[N:18][N:19]4[CH:24]=[CH:23][CH:22]=[N:21][C:20]=34)=[O:15])=[CH:11][NH:10][N:9]=2)[CH:7]=1.C([O-])([O-])=O.[Cs+].[Cs+].Cl[CH2:36][CH:37]1[CH2:39][O:38]1.